From a dataset of Forward reaction prediction with 1.9M reactions from USPTO patents (1976-2016). Predict the product of the given reaction. (1) Given the reactants [C:1]([N:4]1[C:12]2[C:7](=[CH:8][CH:9]=[C:10]([F:13])[CH:11]=2)[CH2:6][C:5]1=[O:14])(=[O:3])[CH3:2].[CH2:15]([O:17][C:18]([CH2:20][CH2:21][C:22]1[CH:30]=[CH:29][C:25]([C:26](O)=[O:27])=[CH:24][CH:23]=1)=[O:19])[CH3:16], predict the reaction product. The product is: [C:1]([N:4]1[C:12]2[C:7](=[CH:8][CH:9]=[C:10]([F:13])[CH:11]=2)[C:6](=[C:26]([OH:27])[C:25]2[CH:24]=[CH:23][C:22]([CH2:21][CH2:20][C:18]([O:17][CH2:15][CH3:16])=[O:19])=[CH:30][CH:29]=2)[C:5]1=[O:14])(=[O:3])[CH3:2]. (2) Given the reactants [C:1]([O:5][C:6]([NH:8][C@@:9]1([CH3:34])[CH2:13][CH2:12][C@@H:11]([NH:14][C:15]2[C:16]3[N:17]([CH:24]=[C:25]([C:27]([O:29]CC)=[O:28])[CH:26]=3)[N:18]=[CH:19][C:20]=2[C:21](=[O:23])[NH2:22])[C:10]1([CH3:33])[CH3:32])=[O:7])([CH3:4])([CH3:3])[CH3:2].[OH-].[Na+], predict the reaction product. The product is: [C:1]([O:5][C:6]([NH:8][C@@:9]1([CH3:34])[CH2:13][CH2:12][C@@H:11]([NH:14][C:15]2[C:16]3[N:17]([CH:24]=[C:25]([C:27]([OH:29])=[O:28])[CH:26]=3)[N:18]=[CH:19][C:20]=2[C:21](=[O:23])[NH2:22])[C:10]1([CH3:33])[CH3:32])=[O:7])([CH3:4])([CH3:2])[CH3:3]. (3) Given the reactants [F:1][C:2]1[CH:10]=[C:9]2[C:5]([C:6]([C:11]3[CH:12]=[N:13][N:14]([CH:16]4[CH2:21][CH2:20][CH:19]([C:22](O)=[O:23])[CH2:18][CH2:17]4)[CH:15]=3)=[CH:7][NH:8]2)=[CH:4][CH:3]=1.[CH3:25][NH:26][CH3:27], predict the reaction product. The product is: [F:1][C:2]1[CH:10]=[C:9]2[C:5]([C:6]([C:11]3[CH:12]=[N:13][N:14]([C@H:16]4[CH2:17][CH2:18][C@H:19]([C:22]([N:26]([CH3:27])[CH3:25])=[O:23])[CH2:20][CH2:21]4)[CH:15]=3)=[CH:7][NH:8]2)=[CH:4][CH:3]=1. (4) Given the reactants [Br:1][C:2]1[CH:3]=[N:4][N:5]([CH2:8][C:9]2([OH:17])[CH2:14][CH2:13][CH2:12][C:11]([CH3:16])([CH3:15])[CH2:10]2)[C:6]=1[CH3:7].[H-].[Na+].[CH3:20][S:21]([CH:24]=[CH2:25])(=[O:23])=[O:22], predict the reaction product. The product is: [Br:1][C:2]1[CH:3]=[N:4][N:5]([CH2:8][C:9]2([O:17][CH2:25][CH2:24][S:21]([CH3:20])(=[O:23])=[O:22])[CH2:14][CH2:13][CH2:12][C:11]([CH3:15])([CH3:16])[CH2:10]2)[C:6]=1[CH3:7]. (5) The product is: [CH:1]1([C:4]2[C:12]3[C:7](=[CH:8][C:9]([C:13]([O:15][CH3:16])=[O:14])=[CH:10][CH:11]=3)[NH:6][N:5]=2)[CH2:2][CH2:3]1. Given the reactants [CH:1]1([C:4]2[C:12]3[C:7](=[CH:8][C:9]([C:13]([O:15][CH3:16])=[O:14])=[CH:10][CH:11]=3)[N:6](C(OC(C)(C)C)=O)[N:5]=2)[CH2:3][CH2:2]1.C(O)(C(F)(F)F)=O, predict the reaction product. (6) Given the reactants [Cl:1][C:2]1[C:3]([NH:16][CH:17]2[CH2:22][CH2:21][N:20](C(OC(C)(C)C)=O)[CH2:19][CH:18]2[CH2:30][CH3:31])=[N:4][C:5]([NH:8][C:9]2[C:10]([CH3:15])=[N:11][N:12]([CH3:14])[CH:13]=2)=[N:6][CH:7]=1.Cl.C(OCC)(=O)C, predict the reaction product. The product is: [Cl:1][C:2]1[C:3]([NH:16][CH:17]2[CH2:22][CH2:21][NH:20][CH2:19][CH:18]2[CH2:30][CH3:31])=[N:4][C:5]([NH:8][C:9]2[C:10]([CH3:15])=[N:11][N:12]([CH3:14])[CH:13]=2)=[N:6][CH:7]=1. (7) Given the reactants [Si]([C:5]#[N:6])(C)(C)C.[CH2:7]([O:14][C:15](=[O:18])[CH2:16][NH2:17])[C:8]1[CH:13]=[CH:12][CH:11]=[CH:10][CH:9]=1.[ClH:19].C([O-])(O)=O.[Na+].[CH:25](=O)[CH3:26].CCO, predict the reaction product. The product is: [ClH:19].[CH2:7]([O:14][C:15](=[O:18])[CH2:16][NH:17][CH:25]([C:5]#[N:6])[CH3:26])[C:8]1[CH:13]=[CH:12][CH:11]=[CH:10][CH:9]=1. (8) Given the reactants [C:1]([C:3]1[CH:4]=[C:5]([C:9]2[CH:14]=[CH:13][C:12]([O:15][CH3:16])=[C:11]([CH2:17][NH:18][CH:19]3[CH2:24][CH2:23][CH:22]([N:25]([CH3:33])[C:26](=[O:32])[O:27][C:28]([CH3:31])([CH3:30])[CH3:29])[CH2:21][CH2:20]3)[CH:10]=2)[CH:6]=[CH:7][CH:8]=1)#[N:2].[Cl:34][C:35]1[C:36]2[C:46]([F:47])=[CH:45][CH:44]=[C:43]([F:48])[C:37]=2[S:38][C:39]=1[C:40](Cl)=[O:41], predict the reaction product. The product is: [Cl:34][C:35]1[C:36]2[C:46]([F:47])=[CH:45][CH:44]=[C:43]([F:48])[C:37]=2[S:38][C:39]=1[C:40]([N:18]([CH2:17][C:11]1[CH:10]=[C:9]([C:5]2[CH:6]=[CH:7][CH:8]=[C:3]([C:1]#[N:2])[CH:4]=2)[CH:14]=[CH:13][C:12]=1[O:15][CH3:16])[CH:19]1[CH2:24][CH2:23][CH:22]([N:25]([CH3:33])[C:26](=[O:32])[O:27][C:28]([CH3:30])([CH3:29])[CH3:31])[CH2:21][CH2:20]1)=[O:41].